From a dataset of Human Reference Interactome with 51,813 positive PPI pairs across 8,248 proteins, plus equal number of experimentally-validated negative pairs. Binary Classification. Given two protein amino acid sequences, predict whether they physically interact or not. (1) Result: 0 (the proteins do not interact). Protein 2 (ENSG00000160993) has sequence MAAAAAETPEVLRECGCKGIRTCLICERQRGSDPPWELPPAKTYRFIYCSDTGWAVGTEESDFEGWAFPFPGVMLIEDFVTREEEAELVRLMDRDPWKLSQSGRRKQDYGPKVNFRKQKLKTEGFCGLPSFSREVVRRMGLYPGLEGFRPVEQCNLDYCPERGSAIDPHLDDAWLWGERLVSLNLLSPTVLSMCREAPGSLLLCSAPSAAPEALVDSVIAPSRSVLCQEVEVAIPLPARSLLVLTGAARHQWKHAIHRRHIEARRVCVTFRELSAEFGPGGRQQELGQELLRIALSFQGR.... Protein 1 (ENSG00000136488) has sequence MAPGSRTSLLLAFALLCLPWLQEAGAVQTVPLSRLFDHAMLQAHRAHQLAIDTYQEFEETYIPKDQKYSFLHDSQTSFCFSDSIPTPSNMEETQQKSNLELLRISLLLIESWLEPVRFLRSMFANNLVYDTSDSDDYHLLKDLEEGIQTLMGRLEDGSRRTGQILKQTYSKFDTNSHNHDALLKNYGLLYCFRKDMDKVETFLRMVQCRSVEGSCGF*MAPGSRTSLLLAFALLCLPWLQEAGAVQTVPLSRLFDHAMLQAHRAHQLAIDTYQEFEETYIPKDQKYSFLHDSQTSFCFSD.... (2) Protein 1 (ENSG00000179008) has sequence MNDSLFVSLDRLLLEFVFQYEQDISTKEEMIQRINKCCEDIKENKVTICRIHETINATDEEIDHYCKHSEEIKDNCRNWKPTCDVFRKHEDYMQDQFTVYQGTVEKDKEMYHDYICQYKEVLKQYQLKYSETPFSREYYEKKREHEEIQSRVLACTEQLKMNETIFMKFRVPAPFPSLTKWTLNIVNLRCETQDILKHASNLTKSSSELKKEVDEMEIEINYLNQQISRHNETKALSETLEEKNKNTENRKELKERIFGKDEHVLTLNKTQSSQLFLPYESQKLVRPIKMHSSEPRVADI.... Protein 2 (ENSG00000171723) has sequence MATEGMILTNHDHQIRVGVLTVSDSCFRNLAEDRSGINLKDLVQDPSLLGGTISAYKIVPDEIEEIKETLIDWCDEKELNLILTTGGTGFAPRDVTPEATKEVIEREAPGMALAMLMGSLNVTPLGMLSRPVCGIRGKTLIINLPGSKKGSQECFQFILPALPHAIDLLRDAIVKVKEVHDELEDLPSPPPPLSPPPTTSPHKQTEDKGVQCEEEEEEKKDSGVASTEDSSSSHITAAAIAAKIPDSIISRGVQVLPRDTASLSTTPSESPRAQATSRLSTASCPTPKVQSRCSSKENIL.... Result: 0 (the proteins do not interact).